This data is from Forward reaction prediction with 1.9M reactions from USPTO patents (1976-2016). The task is: Predict the product of the given reaction. (1) Given the reactants [Al+3].[Cl-].[Cl-].[Cl-].[Cl:5][C:6]1[CH:7]=[C:8]([CH:13]([CH2:17][C:18]2[CH:23]=[CH:22][CH:21]=[C:20]([O:24][CH3:25])[CH:19]=2)[C:14](Cl)=[O:15])[CH:9]=[C:10]([Cl:12])[CH:11]=1, predict the reaction product. The product is: [Cl:5][C:6]1[CH:7]=[C:8]([CH:13]2[CH2:17][C:18]3[C:23](=[CH:22][CH:21]=[C:20]([O:24][CH3:25])[CH:19]=3)[C:14]2=[O:15])[CH:9]=[C:10]([Cl:12])[CH:11]=1. (2) Given the reactants [NH2:1][C:2]1[S:3][C:4]([C:17]2[CH:22]=[CH:21][CH:20]=[C:19]([F:23])[CH:18]=2)=[C:5]([C:7]([N:9]2[C@H:14]([CH2:15][NH2:16])[CH2:13][C@H:12]3[C@@H:10]2[CH2:11]3)=[O:8])[N:6]=1.[CH3:24][N:25]1[C:33]([C:34](O)=[O:35])=[C:32]2[C:27]([CH:28]=[CH:29][CH:30]=[CH:31]2)=[N:26]1, predict the reaction product. The product is: [NH2:1][C:2]1[S:3][C:4]([C:17]2[CH:22]=[CH:21][CH:20]=[C:19]([F:23])[CH:18]=2)=[C:5]([C:7]([N:9]2[C@H:14]([CH2:15][NH:16][C:34]([C:33]3[N:25]([CH3:24])[N:26]=[C:27]4[C:32]=3[CH:31]=[CH:30][CH:29]=[CH:28]4)=[O:35])[CH2:13][C@H:12]3[C@@H:10]2[CH2:11]3)=[O:8])[N:6]=1.